This data is from Forward reaction prediction with 1.9M reactions from USPTO patents (1976-2016). The task is: Predict the product of the given reaction. (1) Given the reactants O1C=CC=C1[C:6]1[C:14]2[C:13]([NH:15][CH3:16])=[N:12][CH:11]=[N:10][C:9]=2[N:8]([C@@H:17]2[O:23][C@H:22]([CH2:24][OH:25])[C@@H:20]([OH:21])[C@H:18]2[OH:19])[CH:7]=1.IC1C2C(NC)=NC=NC=2N([C@@H:38]2[O:44][C@H:43](CO)[C@@H:41](O)[C@H:39]2O)C=1.O1C=CC(B(O)O)=C1, predict the reaction product. The product is: [O:44]1[CH:38]=[CH:39][C:41]([C:6]2[C:14]3[C:13]([NH:15][CH3:16])=[N:12][CH:11]=[N:10][C:9]=3[N:8]([C@@H:17]3[O:23][C@H:22]([CH2:24][OH:25])[C@@H:20]([OH:21])[C@H:18]3[OH:19])[CH:7]=2)=[CH:43]1. (2) Given the reactants I[C:2]1[CH:15]=[CH:14][C:5]([NH:6][C:7](=[O:13])[O:8][C:9]([CH3:12])([CH3:11])[CH3:10])=[C:4]([CH3:16])[CH:3]=1.C([Li])CCC.[CH3:22][C:23]([C:25]([F:34])([F:33])[C:26]([F:32])([F:31])[C:27]([F:30])([F:29])[F:28])=[O:24].[Cl-].[NH4+], predict the reaction product. The product is: [F:33][C:25]([F:34])([C:26]([F:31])([F:32])[C:27]([F:28])([F:29])[F:30])[C:23]([C:2]1[CH:15]=[CH:14][C:5]([NH:6][C:7](=[O:13])[O:8][C:9]([CH3:12])([CH3:11])[CH3:10])=[C:4]([CH3:16])[CH:3]=1)([OH:24])[CH3:22].